Dataset: Forward reaction prediction with 1.9M reactions from USPTO patents (1976-2016). Task: Predict the product of the given reaction. (1) Given the reactants [Cl:1][C:2]1[C:11]([O:12][CH3:13])=[CH:10][C:5]([C:6]([O:8][CH3:9])=[O:7])=[CH:4][C:3]=1/[CH:14]=[CH:15]/[C:16]1[CH:17]=[N:18][C:19](Cl)=[N:20][CH:21]=1.[CH3:23][C@@H:24]1[NH:29][C@H:28]([CH3:30])[CH2:27][N:26]([C:31]2[CH:37]=[CH:36][C:34]([NH2:35])=[CH:33][CH:32]=2)[CH2:25]1.C(O)(C(F)(F)F)=O, predict the reaction product. The product is: [Cl:1][C:2]1[C:11]([O:12][CH3:13])=[CH:10][C:5]([C:6]([O:8][CH3:9])=[O:7])=[CH:4][C:3]=1/[CH:14]=[CH:15]/[C:16]1[CH:17]=[N:18][C:19]([NH:35][C:34]2[CH:33]=[CH:32][C:31]([N:26]3[CH2:25][C@@H:24]([CH3:23])[NH:29][C@@H:28]([CH3:30])[CH2:27]3)=[CH:37][CH:36]=2)=[N:20][CH:21]=1. (2) Given the reactants COCCO[AlH2-]OCCOC.[Na+].[OH:13][C:14]1([C:23]#[C:24][C:25]([O:27][CH3:28])=[O:26])[CH2:19][CH:18]([CH3:20])[CH2:17][CH2:16][C:15]1([CH3:22])[CH3:21], predict the reaction product. The product is: [OH:13][C:14]1(/[CH:23]=[CH:24]/[C:25]([O:27][CH3:28])=[O:26])[CH2:19][CH:18]([CH3:20])[CH2:17][CH2:16][C:15]1([CH3:22])[CH3:21].